This data is from Forward reaction prediction with 1.9M reactions from USPTO patents (1976-2016). The task is: Predict the product of the given reaction. Given the reactants CC1(C)[O:6][C@@H:5]([CH2:7][N:8]2[C:13]([CH3:15])([CH3:14])[CH2:12][N:11]([CH2:16][C:17]3[CH:22]=[C:21]([C:23]4[CH:28]=[CH:27][C:26]([OH:29])=[CH:25][C:24]=4[F:30])[N:20]=[C:19]4[NH:31][N:32]=[C:33]([CH3:34])[C:18]=34)[C:10]([CH3:36])([CH3:35])[CH2:9]2)[CH2:4][O:3]1, predict the reaction product. The product is: [F:30][C:24]1[CH:25]=[C:26]([OH:29])[CH:27]=[CH:28][C:23]=1[C:21]1[N:20]=[C:19]2[NH:31][N:32]=[C:33]([CH3:34])[C:18]2=[C:17]([CH2:16][N:11]2[C:10]([CH3:35])([CH3:36])[CH2:9][N:8]([CH2:7][C@H:5]([OH:6])[CH2:4][OH:3])[C:13]([CH3:15])([CH3:14])[CH2:12]2)[CH:22]=1.